This data is from Reaction yield outcomes from USPTO patents with 853,638 reactions. The task is: Predict the reaction yield, written as a fraction of the theoretical maximum amount of product (1.0 means a 100% yield; for example, 0.34 means a 34% yield). (1) The product is [Br:29][C:30]1[CH:35]=[CH:34][CH:33]=[CH:32][C:31]=1/[CH:19]=[CH:18]/[C@@H:17]([O:21][Si:22]([C:25]([CH3:28])([CH3:27])[CH3:26])([CH3:24])[CH3:23])[C@@H:9]([O:8][Si:1]([C:4]([CH3:7])([CH3:6])[CH3:5])([CH3:3])[CH3:2])[CH2:10][CH2:11][CH2:12][C:13]([O:15][CH3:16])=[O:14]. The catalyst is C1C=CC([P]([Pd]([P](C2C=CC=CC=2)(C2C=CC=CC=2)C2C=CC=CC=2)([P](C2C=CC=CC=2)(C2C=CC=CC=2)C2C=CC=CC=2)[P](C2C=CC=CC=2)(C2C=CC=CC=2)C2C=CC=CC=2)(C2C=CC=CC=2)C2C=CC=CC=2)=CC=1.O1CCOCC1. The reactants are [Si:1]([O:8][C@H:9]([C@H:17]([O:21][Si:22]([C:25]([CH3:28])([CH3:27])[CH3:26])([CH3:24])[CH3:23])/[CH:18]=[CH:19]/I)[CH2:10][CH2:11][CH2:12][C:13]([O:15][CH3:16])=[O:14])([C:4]([CH3:7])([CH3:6])[CH3:5])([CH3:3])[CH3:2].[Br:29][C:30]1[CH:35]=[CH:34][CH:33]=[CH:32][C:31]=1B(O)O.C(=O)([O-])[O-].[K+].[K+]. The yield is 0.700. (2) The reactants are Br[C:2]1[CH:3]=[C:4]([CH:15]=[CH:16][CH:17]=1)[CH2:5][NH:6][C:7](=[O:14])[C:8]1[CH:13]=[CH:12][CH:11]=[CH:10][CH:9]=1.[CH:18]([C:20]1[CH:25]=[CH:24][C:23](B(O)O)=[CH:22][CH:21]=1)=[O:19]. No catalyst specified. The product is [CH:18]([C:20]1[CH:25]=[CH:24][C:23]([C:2]2[CH:17]=[CH:16][CH:15]=[C:4]([CH2:5][NH:6][C:7](=[O:14])[C:8]3[CH:13]=[CH:12][CH:11]=[CH:10][CH:9]=3)[CH:3]=2)=[CH:22][CH:21]=1)=[O:19]. The yield is 0.500.